From a dataset of Forward reaction prediction with 1.9M reactions from USPTO patents (1976-2016). Predict the product of the given reaction. (1) Given the reactants CCCCC.C(NC(C1C=C2C=C(C([C:26]3[CH:31]=[CH:30][C:29](S(C)(=O)=O)=[CH:28][CH:27]=3)CC(C)C)NC2=NC=1)=O)(C)C.C([Li])(C)(C)C.[Cl:41][C:42]1[CH:43]=[C:44]([CH:47]=[CH:48][C:49]=1[Cl:50])[CH:45]=[O:46], predict the reaction product. The product is: [CH:28]1([CH2:27][C:45]([C:44]2[CH:47]=[CH:48][C:49]([Cl:50])=[C:42]([Cl:41])[CH:43]=2)=[O:46])[CH2:29][CH2:30][CH2:31][CH2:26]1. (2) Given the reactants [OH-].[Na+].Br[C:4]([CH3:10])([CH3:9])[C:5]([NH:7][CH3:8])=[O:6].FC(F)(F)C(O)=O.[CH:18]([N:21]1[C:25]([C:26]2[N:35]=[C:34]3[N:28]([CH2:29][CH2:30][O:31][C:32]4[CH:39]=[C:38]([CH:40]5[CH2:45][CH2:44][NH:43][CH2:42][CH2:41]5)[CH:37]=[CH:36][C:33]=43)[CH:27]=2)=[N:24][CH:23]=[N:22]1)([CH3:20])[CH3:19], predict the reaction product. The product is: [CH:18]([N:21]1[C:25]([C:26]2[N:35]=[C:34]3[C:33]4[CH:36]=[CH:37][C:38]([CH:40]5[CH2:45][CH2:44][N:43]([C:4]([CH3:10])([CH3:9])[C:5]([NH:7][CH3:8])=[O:6])[CH2:42][CH2:41]5)=[CH:39][C:32]=4[O:31][CH2:30][CH2:29][N:28]3[CH:27]=2)=[N:24][CH:23]=[N:22]1)([CH3:20])[CH3:19]. (3) Given the reactants Br[C:2]1[CH:3]=[C:4]2[C:8](=[CH:9][CH:10]=1)[NH:7][C:6]([C:11]([O:13][CH2:14][CH3:15])=[O:12])=[CH:5]2.[CH:16]#[C:17][CH3:18].P(C(C)(C)C)(C(C)(C)C)C(C)(C)C.C(NC(C)C)(C)C, predict the reaction product. The product is: [C:16]([C:2]1[CH:3]=[C:4]2[C:8](=[CH:9][CH:10]=1)[NH:7][C:6]([C:11]([O:13][CH2:14][CH3:15])=[O:12])=[CH:5]2)#[C:17][CH3:18]. (4) The product is: [CH3:1][N:2]1[CH2:6][CH2:5][N:4]([C:7]2[C:15]3[C:10](=[CH:11][N:12]=[C:13]([C:16]4[CH:17]=[N:18][CH:19]=[CH:20][CH:21]=4)[CH:14]=3)[NH:9][N:8]=2)[C:3]1=[O:28]. Given the reactants [CH3:1][N:2]1[CH2:6][CH2:5][N:4]([C:7]2[C:15]3[C:10](=[CH:11][N:12]=[C:13]([C:16]4[CH:17]=[N:18][CH:19]=[CH:20][CH:21]=4)[CH:14]=3)[N:9](C3CCCCO3)[N:8]=2)[C:3]1=[O:28], predict the reaction product. (5) The product is: [F:38][C:32]1[CH:33]=[C:34]([I:37])[CH:35]=[CH:36][C:31]=1[NH:30][C:18]1[S:19][C:20]2[C:21](=[O:29])[NH:22][CH2:23][C:24]([CH3:28])([CH3:27])[CH2:25][C:26]=2[C:17]=1[C:15]([NH:14][C:42]([NH2:43])=[NH:41])=[O:16]. Given the reactants C(OC(N1CCC[C@H]1C[NH:14][C:15]([C:17]1[C:26]2[CH2:25][C:24]([CH3:28])([CH3:27])[CH2:23][NH:22][C:21](=[O:29])[C:20]=2[S:19][C:18]=1[NH:30][C:31]1[CH:36]=[CH:35][C:34]([I:37])=[CH:33][C:32]=1[F:38])=[O:16])=O)(C)(C)C.C1[N:43]=[CH:42][N:41](C(N2C=NC=C2)=O)C=1.C(=O)(O)O.NC(N)=N.C(N(CC)CC)C, predict the reaction product. (6) Given the reactants [CH2:1]([C:5]12[CH2:17][CH2:16][C:15](=[O:18])[CH:14]=[C:13]1[C:12]1[C:7](=[C:8]([CH3:21])[C:9]([O:19][CH3:20])=[CH:10][CH:11]=1)[CH2:6]2)[CH2:2][CH2:3][CH3:4].C(Cl)(Cl)(Cl)Cl.C([O-])(O)=O.[Na+].[Br:32]Br, predict the reaction product. The product is: [Br:32][C:14]1[C:15](=[O:18])[CH2:16][CH2:17][C:5]2([CH2:1][CH2:2][CH2:3][CH3:4])[C:13]=1[C:12]1[C:7](=[C:8]([CH3:21])[C:9]([O:19][CH3:20])=[CH:10][CH:11]=1)[CH2:6]2. (7) Given the reactants [F:1][C:2]1[CH:7]=[CH:6][C:5]([N:8]2[CH:12]=[CH:11][CH:10]=[N:9]2)=[CH:4][CH:3]=1.[Li+].CCC[CH2-].[B:18](OC(C)C)([O:23]C(C)C)[O:19]C(C)C.Cl, predict the reaction product. The product is: [F:1][C:2]1[CH:3]=[CH:4][C:5]([N:8]2[C:12]([B:18]([OH:23])[OH:19])=[CH:11][CH:10]=[N:9]2)=[CH:6][CH:7]=1. (8) Given the reactants [OH:1][C@@H:2]1[CH2:6][CH2:5][CH2:4][C@H:3]1[O:7][C:8]1[CH:15]=[CH:14][C:11]([CH:12]=O)=[CH:10][CH:9]=1.[C:16](#[N:20])[CH2:17][C:18]#[N:19].CN1CCOCC1, predict the reaction product. The product is: [OH:1][C@@H:2]1[CH2:6][CH2:5][CH2:4][C@H:3]1[O:7][C:8]1[CH:15]=[CH:14][C:11]([CH:12]=[C:17]([C:16]#[N:20])[C:18]#[N:19])=[CH:10][CH:9]=1.